This data is from Forward reaction prediction with 1.9M reactions from USPTO patents (1976-2016). The task is: Predict the product of the given reaction. (1) Given the reactants Br[C:2]1[N:7]=[C:6]([C:8]([OH:10])=[O:9])[CH:5]=[CH:4][C:3]=1[F:11].[C:12]1(B(O)O)[CH2:17][CH2:16][CH2:15][CH2:14][CH:13]=1, predict the reaction product. The product is: [C:12]1([C:2]2[N:7]=[C:6]([C:8]([OH:10])=[O:9])[CH:5]=[CH:4][C:3]=2[F:11])[CH2:17][CH2:16][CH2:15][CH2:14][CH:13]=1. (2) The product is: [CH3:1][O:2][C:3]1[CH:4]=[CH:5][C:6]2[C:10]([C:18](=[O:19])[C:17]3[CH:16]=[C:15]([O:14][CH3:13])[C:23]([O:24][CH3:25])=[C:22]([O:26][CH3:27])[CH:21]=3)=[C:9]([CH3:11])[S:8][C:7]=2[CH:12]=1. Given the reactants [CH3:1][O:2][C:3]1[CH:4]=[CH:5][C:6]2[CH:10]=[C:9]([CH3:11])[S:8][C:7]=2[CH:12]=1.[CH3:13][O:14][C:15]1[CH:16]=[C:17]([CH:21]=[C:22]([O:26][CH3:27])[C:23]=1[O:24][CH3:25])[C:18](Cl)=[O:19], predict the reaction product. (3) Given the reactants [C:1]([O:5][C:6]([N:8]1[C:16]2[CH:15]=[C:14](Cl)[N:13]=[CH:12][C:11]=2[C:10]([CH3:19])([CH3:18])[CH2:9]1)=[O:7])([CH3:4])([CH3:3])[CH3:2].[O:20]1[CH:24]=[CH:23][C:22](B(O)O)=[CH:21]1, predict the reaction product. The product is: [C:1]([O:5][C:6]([N:8]1[C:16]2[CH:15]=[C:14]([C:22]3[CH:23]=[CH:24][O:20][CH:21]=3)[N:13]=[CH:12][C:11]=2[C:10]([CH3:19])([CH3:18])[CH2:9]1)=[O:7])([CH3:4])([CH3:3])[CH3:2]. (4) Given the reactants [OH:1][C:2]1[CH:10]=[C:9]2[C:5]([CH:6]=[C:7]([C:11]([OH:13])=O)[NH:8]2)=[CH:4][CH:3]=1.C(N(CC)CC)C.[CH2:21]([CH:28]1[CH2:33][CH2:32][NH:31][CH2:30][CH2:29]1)[C:22]1[CH:27]=[CH:26][CH:25]=[CH:24][CH:23]=1.CN(C(ON1N=NC2C=CC=CC1=2)=[N+](C)C)C.F[P-](F)(F)(F)(F)F, predict the reaction product. The product is: [CH2:21]([CH:28]1[CH2:33][CH2:32][N:31]([C:11]([C:7]2[NH:8][C:9]3[C:5]([CH:6]=2)=[CH:4][CH:3]=[C:2]([OH:1])[CH:10]=3)=[O:13])[CH2:30][CH2:29]1)[C:22]1[CH:27]=[CH:26][CH:25]=[CH:24][CH:23]=1. (5) Given the reactants [CH3:1][N:2]1[C:10](=[CH2:11])[C:9]2[C:4](=[C:5]([N+:12]([O-])=O)[CH:6]=[CH:7][CH:8]=2)[C:3]1=[O:15], predict the reaction product. The product is: [NH2:12][C:5]1[CH:6]=[CH:7][CH:8]=[C:9]2[C:4]=1[C:3](=[O:15])[N:2]([CH3:1])[CH:10]2[CH3:11]. (6) The product is: [Cl:1][C:2]1[N:3]=[C:4]([N:12]2[C:20]3[C:15](=[C:16]([O:21][CH2:22][C:23]([O:25][CH2:26][CH3:27])=[O:24])[CH:17]=[CH:18][CH:19]=3)[CH2:14][CH2:13]2)[C:5]2[CH2:10][CH2:9][CH2:8][C:6]=2[N:7]=1. Given the reactants [Cl:1][C:2]1[N:3]=[C:4](Cl)[C:5]2[CH2:10][CH2:9][CH2:8][C:6]=2[N:7]=1.[NH:12]1[C:20]2[C:15](=[C:16]([O:21][CH2:22][C:23]([O:25][CH2:26][CH3:27])=[O:24])[CH:17]=[CH:18][CH:19]=2)[CH2:14][CH2:13]1.CCN(C(C)C)C(C)C.C(OCC)(=O)C, predict the reaction product. (7) Given the reactants [Br:1][C:2]1[C:3](F)=[C:4]2[C:10]([NH:11][C:12](=[O:19])[C:13]3[CH:18]=[CH:17][CH:16]=[N:15][CH:14]=3)=[CH:9][NH:8][C:5]2=[N:6][CH:7]=1.[CH3:21][N:22]([CH:30]1[CH2:34][CH2:33][NH:32][CH2:31]1)C(=O)OC(C)(C)C.CCN(C(C)C)C(C)C.C(O)(C(F)(F)F)=O, predict the reaction product. The product is: [Br:1][C:2]1[C:3]([N:32]2[CH2:33][CH2:34][CH:30]([NH:22][CH3:21])[CH2:31]2)=[C:4]2[C:10]([NH:11][C:12](=[O:19])[C:13]3[CH:18]=[CH:17][CH:16]=[N:15][CH:14]=3)=[CH:9][NH:8][C:5]2=[N:6][CH:7]=1. (8) Given the reactants Cl[C:2]1[C:7]2[N:8]=[C:9]([NH:12][C:13]3[CH:18]=[CH:17][C:16]([C:19]4[CH:20]=[N:21][N:22]([CH3:24])[CH:23]=4)=[CH:15][C:14]=3[CH3:25])[N:10]=[CH:11][C:6]=2[CH:5]=[CH:4][N:3]=1.[CH:26]1([CH2:29][NH2:30])[CH2:28][CH2:27]1, predict the reaction product. The product is: [CH:26]1([CH2:29][NH:30][C:2]2[C:7]3[N:8]=[C:9]([NH:12][C:13]4[CH:18]=[CH:17][C:16]([C:19]5[CH:20]=[N:21][N:22]([CH3:24])[CH:23]=5)=[CH:15][C:14]=4[CH3:25])[N:10]=[CH:11][C:6]=3[CH:5]=[CH:4][N:3]=2)[CH2:28][CH2:27]1. (9) Given the reactants [H-].[Na+].[O:3]1[C:7]2[CH:8]=[CH:9][C:10]([C:12]3[C:13]([O:32][CH3:33])=[N:14][NH:15][C:16]=3[N:17]([CH2:29][O:30][CH3:31])[S:18]([CH2:21][CH2:22][C:23]3[CH:28]=[CH:27][CH:26]=[CH:25][CH:24]=3)(=[O:20])=[O:19])=[CH:11][C:6]=2[O:5][CH2:4]1.[C:34]([O:37][CH2:38][CH2:39]Br)(=[O:36])[CH3:35], predict the reaction product. The product is: [C:34]([O:37][CH2:38][CH2:39][N:14]1[C:13]([O:32][CH3:33])=[C:12]([C:10]2[CH:9]=[CH:8][C:7]3[O:3][CH2:4][O:5][C:6]=3[CH:11]=2)[C:16]([N:17]([CH2:29][O:30][CH3:31])[S:18]([CH2:21][CH2:22][C:23]2[CH:28]=[CH:27][CH:26]=[CH:25][CH:24]=2)(=[O:20])=[O:19])=[N:15]1)(=[O:36])[CH3:35].